From a dataset of Forward reaction prediction with 1.9M reactions from USPTO patents (1976-2016). Predict the product of the given reaction. Given the reactants [Cl:1][C:2]1[C:3](F)=[CH:4][C:5]([F:28])=[C:6]([S:8]([N:11]([CH2:17][C:18]2[CH:23]=[CH:22][C:21]([O:24][CH3:25])=[CH:20][C:19]=2[O:26][CH3:27])[C:12]2[S:13][CH:14]=[N:15][N:16]=2)(=[O:10])=[O:9])[CH:7]=1.[N:30]1[CH:35]=[CH:34][C:33]([C:36]2[CH:37]=[C:38]([C:43]3[CH:48]=[CH:47][CH:46]=[C:45]([C:49]([F:52])([F:51])[F:50])[CH:44]=3)[CH:39]=[CH:40][C:41]=2[OH:42])=[CH:32][N:31]=1.C(=O)([O-])[O-].[K+].[K+], predict the reaction product. The product is: [Cl:1][C:2]1[C:3]([O:42][C:41]2[CH:40]=[CH:39][C:38]([C:43]3[CH:48]=[CH:47][CH:46]=[C:45]([C:49]([F:50])([F:51])[F:52])[CH:44]=3)=[CH:37][C:36]=2[C:33]2[CH:34]=[CH:35][N:30]=[N:31][CH:32]=2)=[CH:4][C:5]([F:28])=[C:6]([S:8]([N:11]([CH2:17][C:18]2[CH:23]=[CH:22][C:21]([O:24][CH3:25])=[CH:20][C:19]=2[O:26][CH3:27])[C:12]2[S:13][CH:14]=[N:15][N:16]=2)(=[O:10])=[O:9])[CH:7]=1.